From a dataset of Full USPTO retrosynthesis dataset with 1.9M reactions from patents (1976-2016). Predict the reactants needed to synthesize the given product. (1) Given the product [CH2:24]([CH:3]([CH2:1][CH3:2])[CH2:4][C@H:5]1[CH2:10][CH2:9][C@H:8]([NH:11][C:12](=[O:23])[CH2:13][C:14]2[CH:19]=[CH:18][C:17]([OH:20])=[C:16]([O:21][CH3:22])[CH:15]=2)[CH2:7][CH2:6]1)[CH3:25], predict the reactants needed to synthesize it. The reactants are: [CH2:1]([C:3]([CH2:24][CH3:25])=[CH:4][C@H:5]1[CH2:10][CH2:9][C@H:8]([NH:11][C:12](=[O:23])[CH2:13][C:14]2[CH:19]=[CH:18][C:17]([OH:20])=[C:16]([O:21][CH3:22])[CH:15]=2)[CH2:7][CH2:6]1)[CH3:2]. (2) Given the product [Cl:1][C:2]1[CH:3]=[C:4]2[C:12](=[C:13]([NH2:20])[C:14]=1[O:15][CH2:16][CH:17]1[CH2:19][CH2:18]1)[NH:11][C:10]1[CH:9]=[N:8][CH:7]=[CH:6][C:5]2=1, predict the reactants needed to synthesize it. The reactants are: [Cl:1][C:2]1[CH:3]=[C:4]2[C:12](=[C:13]([N+:20]([O-])=O)[C:14]=1[O:15][CH2:16][CH:17]1[CH2:19][CH2:18]1)[NH:11][C:10]1[CH:9]=[N:8][CH:7]=[CH:6][C:5]2=1.[H][H].C([O-])(O)=O.[Na+]. (3) Given the product [CH3:20][N:21]1[CH:26]=[C:25]([C:2]2[CH:3]=[CH:4][C:5]3[O:10][CH2:9][C:8](=[O:11])[NH:7][C:6]=3[C:12]=2[O:13][C:14]2[CH:19]=[CH:18][CH:17]=[CH:16][CH:15]=2)[C:24]2[CH:36]=[CH:37][N:38]([S:39]([C:42]3[CH:47]=[CH:46][C:45]([CH3:48])=[CH:44][CH:43]=3)(=[O:41])=[O:40])[C:23]=2[C:22]1=[O:49], predict the reactants needed to synthesize it. The reactants are: Br[C:2]1[CH:3]=[CH:4][C:5]2[O:10][CH2:9][C:8](=[O:11])[NH:7][C:6]=2[C:12]=1[O:13][C:14]1[CH:19]=[CH:18][CH:17]=[CH:16][CH:15]=1.[CH3:20][N:21]1[CH:26]=[C:25](B2OC(C)(C)C(C)(C)O2)[C:24]2[CH:36]=[CH:37][N:38]([S:39]([C:42]3[CH:47]=[CH:46][C:45]([CH3:48])=[CH:44][CH:43]=3)(=[O:41])=[O:40])[C:23]=2[C:22]1=[O:49].